This data is from Catalyst prediction with 721,799 reactions and 888 catalyst types from USPTO. The task is: Predict which catalyst facilitates the given reaction. Reactant: [Cl:1][C:2]1[CH:7]=[CH:6][C:5]([S:8][C:9]2[C:10]([C:35]#[N:36])=[C:11]([C:25]3[CH:30]=[CH:29][N:28]=[C:27]([NH:31][C:32](=[O:34])[CH3:33])[CH:26]=3)[S:12][C:13]=2[C:14]2[N:18]=[CH:17][N:16]([CH:19]3[CH2:24][CH2:23][CH2:22][CH2:21][O:20]3)[N:15]=2)=[CH:4][CH:3]=1.ClC1C=CC=C(C(OO)=[O:45])C=1. Product: [Cl:1][C:2]1[CH:3]=[CH:4][C:5]([S:8]([C:9]2[C:10]([C:35]#[N:36])=[C:11]([C:25]3[CH:30]=[CH:29][N:28]=[C:27]([NH:31][C:32](=[O:34])[CH3:33])[CH:26]=3)[S:12][C:13]=2[C:14]2[N:18]=[CH:17][N:16]([CH:19]3[CH2:24][CH2:23][CH2:22][CH2:21][O:20]3)[N:15]=2)=[O:45])=[CH:6][CH:7]=1. The catalyst class is: 2.